From a dataset of Catalyst prediction with 721,799 reactions and 888 catalyst types from USPTO. Predict which catalyst facilitates the given reaction. (1) Reactant: [Br:1][C:2]1[CH:3]=[C:4]([CH:9]=[CH:10][C:11]=1[Cl:12])[C:5](OC)=[O:6].[NH2:13][NH2:14]. Product: [Br:1][C:2]1[CH:3]=[C:4]([CH:9]=[CH:10][C:11]=1[Cl:12])[C:5]([NH:13][NH2:14])=[O:6]. The catalyst class is: 5. (2) Reactant: [N+:1]([C:4]1[CH:9]=[CH:8][C:7]([CH2:10][CH2:11]OS(C2C=CC([N+]([O-])=O)=CC=2)(=O)=O)=[CH:6][CH:5]=1)([O-:3])=[O:2].[CH2:25]([NH:32][CH2:33][C@@H:34]([C:43]1[CH:52]=[CH:51][C:50]([O:53][CH2:54][C:55]2[CH:60]=[CH:59][CH:58]=[CH:57][CH:56]=2)=[C:49]2[C:44]=1[CH:45]=[CH:46][C:47](=[O:61])[NH:48]2)[O:35][Si:36]([C:39]([CH3:42])([CH3:41])[CH3:40])([CH3:38])[CH3:37])[C:26]1[CH:31]=[CH:30][CH:29]=[CH:28][CH:27]=1.C(N(CC)C(C)C)(C)C.CCOC(C)=O. Product: [CH2:25]([N:32]([CH2:11][CH2:10][C:7]1[CH:6]=[CH:5][C:4]([N+:1]([O-:3])=[O:2])=[CH:9][CH:8]=1)[CH2:33][C@@H:34]([C:43]1[CH:52]=[CH:51][C:50]([O:53][CH2:54][C:55]2[CH:56]=[CH:57][CH:58]=[CH:59][CH:60]=2)=[C:49]2[C:44]=1[CH:45]=[CH:46][C:47](=[O:61])[NH:48]2)[O:35][Si:36]([C:39]([CH3:42])([CH3:41])[CH3:40])([CH3:38])[CH3:37])[C:26]1[CH:31]=[CH:30][CH:29]=[CH:28][CH:27]=1. The catalyst class is: 10.